From a dataset of Forward reaction prediction with 1.9M reactions from USPTO patents (1976-2016). Predict the product of the given reaction. (1) Given the reactants [CH3:1][O:2][C:3]1[C:4]2[CH:11]=[CH:10][NH:9][C:5]=2[N:6]=[CH:7][N:8]=1.[I:12]N1C(=O)CCC1=O.O, predict the reaction product. The product is: [I:12][C:11]1[C:4]2[C:3]([O:2][CH3:1])=[N:8][CH:7]=[N:6][C:5]=2[NH:9][CH:10]=1. (2) Given the reactants C[O:2][C:3]([C:5]1[CH:6]=[C:7]([NH:15][CH2:16][C:17]2[C:22]([CH3:23])=[CH:21][CH:20]=[CH:19][C:18]=2[CH2:24][CH3:25])[C:8]2[N:9]([C:11]([CH3:14])=[N:12][N:13]=2)[CH:10]=1)=[O:4].[OH-].[Na+], predict the reaction product. The product is: [CH2:24]([C:18]1[CH:19]=[CH:20][CH:21]=[C:22]([CH3:23])[C:17]=1[CH2:16][NH:15][C:7]1[C:8]2[N:9]([C:11]([CH3:14])=[N:12][N:13]=2)[CH:10]=[C:5]([C:3]([OH:4])=[O:2])[CH:6]=1)[CH3:25].